This data is from Forward reaction prediction with 1.9M reactions from USPTO patents (1976-2016). The task is: Predict the product of the given reaction. (1) Given the reactants CCN(C(C)C)C(C)C.[F:10][C:11]([F:27])([F:26])[C:12]1[CH:17]=[CH:16][CH:15]=[CH:14][C:13]=1[C:18]1[NH:22][N:21]=[C:20]([C:23]([OH:25])=O)[CH:19]=1.C1C=CC2N(O)N=NC=2C=1.CCN=C=NCCCN(C)C.Cl.[NH2:50][CH2:51][C:52]([N:54]1[CH2:59][CH2:58][N:57]([C:60](=[O:72])[C:61]2[CH:66]=[C:65]([F:67])[CH:64]=[CH:63][C:62]=2[C:68]([F:71])([F:70])[F:69])[CH2:56][CH2:55]1)=[O:53], predict the reaction product. The product is: [F:67][C:65]1[CH:64]=[CH:63][C:62]([C:68]([F:70])([F:69])[F:71])=[C:61]([CH:66]=1)[C:60]([N:57]1[CH2:58][CH2:59][N:54]([C:52](=[O:53])[CH2:51][NH:50][C:23]([C:20]2[CH:19]=[C:18]([C:13]3[CH:14]=[CH:15][CH:16]=[CH:17][C:12]=3[C:11]([F:10])([F:27])[F:26])[NH:22][N:21]=2)=[O:25])[CH2:55][CH2:56]1)=[O:72]. (2) The product is: [ClH:41].[CH3:26][C:15]1([CH2:14][N:11]2[CH2:10][CH2:9][N:8]([C:6]([O:5][CH2:45][C:46]3[CH:51]=[CH:50][CH:49]=[CH:48][CH:47]=3)=[O:7])[CH2:13][CH2:12]2)[O:19][C:18]2=[N:20][C:21]([N+:23]([O-:25])=[O:24])=[CH:22][N:17]2[CH2:16]1. Given the reactants C([O:5][C:6]([N:8]1[CH2:13][CH2:12][N:11]([CH2:14][C:15]2([CH3:26])[O:19][C:18]3=[N:20][C:21]([N+:23]([O-:25])=[O:24])=[CH:22][N:17]3[CH2:16]2)[CH2:10][CH2:9]1)=[O:7])(C)(C)C.FC(F)(F)C(O)=O.C(N(CC)CC)C.[Cl:41]C(O[CH2:45][C:46]1[CH:51]=[CH:50][CH:49]=[CH:48][CH:47]=1)=O.Cl, predict the reaction product. (3) The product is: [C:13]([O:12][C:10]([N:17]1[CH2:22][CH2:21][N:20]([C:2]2[N:1]=[C:8]([Cl:9])[N:7]=[C:5]([Cl:6])[N:4]=2)[CH2:19][CH2:18]1)=[O:11])([CH3:16])([CH3:14])[CH3:15]. Given the reactants [N:1]1[C:8]([Cl:9])=[N:7][C:5]([Cl:6])=[N:4][C:2]=1Cl.[C:10]([N:17]1[CH2:22][CH2:21][NH:20][CH2:19][CH2:18]1)([O:12][C:13]([CH3:16])([CH3:15])[CH3:14])=[O:11].CN(C1C2C(N(C)C)=CC=CC=2C=CC=1)C, predict the reaction product.